This data is from Catalyst prediction with 721,799 reactions and 888 catalyst types from USPTO. The task is: Predict which catalyst facilitates the given reaction. Reactant: [Br:1][C:2]1[C:3]([SH:22])=[CH:4][C:5]([NH:8][C:9]2[S:10][CH:11]=[C:12]([CH2:14][CH2:15][C:16]3[CH:21]=[CH:20][CH:19]=[CH:18][CH:17]=3)[N:13]=2)=[N:6][CH:7]=1.Cl[C:24]1[CH:31]=[N:30][CH:29]=[C:28]([Cl:32])[C:25]=1[C:26]#[N:27].C([O-])([O-])=O.[Cs+].[Cs+]. Product: [Br:1][C:2]1[C:3]([S:22][C:24]2[CH:31]=[N:30][CH:29]=[C:28]([Cl:32])[C:25]=2[C:26]#[N:27])=[CH:4][C:5]([NH:8][C:9]2[S:10][CH:11]=[C:12]([CH2:14][CH2:15][C:16]3[CH:17]=[CH:18][CH:19]=[CH:20][CH:21]=3)[N:13]=2)=[N:6][CH:7]=1. The catalyst class is: 16.